Regression. Given two drug SMILES strings and cell line genomic features, predict the synergy score measuring deviation from expected non-interaction effect. From a dataset of NCI-60 drug combinations with 297,098 pairs across 59 cell lines. (1) Drug 1: CC1=C2C(C(=O)C3(C(CC4C(C3C(C(C2(C)C)(CC1OC(=O)C(C(C5=CC=CC=C5)NC(=O)OC(C)(C)C)O)O)OC(=O)C6=CC=CC=C6)(CO4)OC(=O)C)OC)C)OC. Drug 2: CN(C)N=NC1=C(NC=N1)C(=O)N. Cell line: MDA-MB-231. Synergy scores: CSS=33.2, Synergy_ZIP=3.24, Synergy_Bliss=2.20, Synergy_Loewe=-23.2, Synergy_HSA=0.371. (2) Drug 1: C1CCC(CC1)NC(=O)N(CCCl)N=O. Drug 2: CN(C)N=NC1=C(NC=N1)C(=O)N. Cell line: K-562. Synergy scores: CSS=10.3, Synergy_ZIP=-1.39, Synergy_Bliss=-0.984, Synergy_Loewe=-9.77, Synergy_HSA=0.0582. (3) Drug 1: COC1=CC(=CC(=C1O)OC)C2C3C(COC3=O)C(C4=CC5=C(C=C24)OCO5)OC6C(C(C7C(O6)COC(O7)C8=CC=CS8)O)O. Drug 2: C1=CN(C=N1)CC(O)(P(=O)(O)O)P(=O)(O)O. Cell line: RXF 393. Synergy scores: CSS=9.97, Synergy_ZIP=-8.68, Synergy_Bliss=-12.1, Synergy_Loewe=-8.06, Synergy_HSA=-7.64.